This data is from Forward reaction prediction with 1.9M reactions from USPTO patents (1976-2016). The task is: Predict the product of the given reaction. The product is: [C:1]([O:5][C:6]([N:8]1[CH2:12][C@@H:11]([CH2:13][NH2:14])[CH2:10][C@H:9]1[C:15]([N:17]1[CH2:21][CH2:20][S:19][CH2:18]1)=[O:16])=[O:7])([CH3:4])([CH3:2])[CH3:3]. Given the reactants [C:1]([O:5][C:6]([N:8]1[CH2:12][C@@H:11]([C:13]#[N:14])[CH2:10][C@H:9]1[C:15]([N:17]1[CH2:21][CH2:20][S:19][CH2:18]1)=[O:16])=[O:7])([CH3:4])([CH3:3])[CH3:2].[BH4-].[Na+], predict the reaction product.